From a dataset of Catalyst prediction with 721,799 reactions and 888 catalyst types from USPTO. Predict which catalyst facilitates the given reaction. (1) Reactant: [CH3:1][N:2]1[C:8](=[O:9])[CH2:7][CH2:6][CH2:5][C:4]2[CH:10]=[C:11]([N+:14]([O-])=O)[CH:12]=[CH:13][C:3]1=2.O.NN. Product: [NH2:14][C:11]1[CH:12]=[CH:13][C:3]2[N:2]([CH3:1])[C:8](=[O:9])[CH2:7][CH2:6][CH2:5][C:4]=2[CH:10]=1. The catalyst class is: 29. (2) The catalyst class is: 51. Product: [CH:1]1([N:7]2[C:11]3[CH:12]=[C:13]([F:16])[CH:14]=[CH:15][C:10]=3[N:9]=[C:8]2[C@@H:17]([NH:19][C:21]2[N:29]=[CH:28][N:27]=[C:26]3[C:22]=2[N:23]=[CH:24][NH:25]3)[CH3:18])[CH2:2][CH2:3][CH2:4][CH2:5][CH2:6]1. Reactant: [CH:1]1([N:7]2[C:11]3[CH:12]=[C:13]([F:16])[CH:14]=[CH:15][C:10]=3[N:9]=[C:8]2[C@@H:17]([NH2:19])[CH3:18])[CH2:6][CH2:5][CH2:4][CH2:3][CH2:2]1.Cl[C:21]1[N:29]=[CH:28][N:27]=[C:26]2[C:22]=1[N:23]=[CH:24][N:25]2C1CCCCO1.CCN(C(C)C)C(C)C. (3) Reactant: [OH:1][C:2]([C:4]([F:7])([F:6])[F:5])=[O:3].[F:8][C:9]1[C:22]([OH:23])=[CH:21][C:20]2[C@:19]34[CH2:24][CH2:25][NH:26][C@@H:13]([C@@H:14]3[CH2:15][CH2:16][CH2:17][CH2:18]4)[CH2:12][C:11]=2[CH:10]=1.[Br:27]Br.[OH-].[NH4+]. Product: [OH:3][C:2]([C:4]([F:7])([F:6])[F:5])=[O:1].[Br:27][C:21]1[C:20]2[C@:19]34[CH2:24][CH2:25][NH:26][C@@H:13]([C@@H:14]3[CH2:15][CH2:16][CH2:17][CH2:18]4)[CH2:12][C:11]=2[CH:10]=[C:9]([F:8])[C:22]=1[OH:23]. The catalyst class is: 15. (4) Reactant: [OH:1][C:2]1[CH:7]=[CH:6][C:5]([N:8]2[CH2:13][CH2:12][N:11](C(O)=O)[CH2:10][CH2:9]2)=[CH:4][CH:3]=1.[H-].[Na+].Br[CH2:20][C:21]1[CH:26]=[CH:25][C:24]([C:27]([F:30])([F:29])[F:28])=[CH:23][CH:22]=1. Product: [F:28][C:27]([F:29])([F:30])[C:24]1[CH:25]=[CH:26][C:21]([CH2:20][O:1][C:2]2[CH:3]=[CH:4][C:5]([N:8]3[CH2:9][CH2:10][NH:11][CH2:12][CH2:13]3)=[CH:6][CH:7]=2)=[CH:22][CH:23]=1. The catalyst class is: 7. (5) Reactant: [Cl:1][C:2]1[C:3]([O:18][CH2:19][CH2:20][CH2:21][O:22][C:23]2[CH:28]=[CH:27][C:26]([C:29]([F:32])([F:31])[F:30])=[CH:25][N:24]=2)=[C:4]([CH:9]=[C:10]([O:12][CH2:13][CH:14]=[C:15]([Cl:17])[Cl:16])[CH:11]=1)[C:5](OC)=[O:6].[C:33](=[N:37]O)([NH2:36])[CH2:34][CH3:35].[Na]. Product: [Cl:1][C:2]1[CH:11]=[C:10]([O:12][CH2:13][CH:14]=[C:15]([Cl:17])[Cl:16])[CH:9]=[C:4]([C:5]2[O:6][N:37]=[C:33]([CH2:34][CH3:35])[N:36]=2)[C:3]=1[O:18][CH2:19][CH2:20][CH2:21][O:22][C:23]1[CH:28]=[CH:27][C:26]([C:29]([F:30])([F:31])[F:32])=[CH:25][N:24]=1. The catalyst class is: 8. (6) Reactant: [CH:1]1[C:9]2[C:8]3[CH:10]=[CH:11][CH:12]=[CH:13][C:7]=3[O:6][C:5]=2[C:4](B(O)O)=[CH:3][CH:2]=1.Cl[C:18]1[CH:19]=[CH:20][C:21]2[C:30]3[C:25](=[CH:26][CH:27]=[CH:28][CH:29]=3)[O:24][C:23](=[O:31])[C:22]=2[CH:32]=1.[F-].[Cs+]. Product: [CH:1]1[C:9]2[C:8]3[CH:10]=[CH:11][CH:12]=[CH:13][C:7]=3[O:6][C:5]=2[C:4]([C:18]2[CH:19]=[CH:20][C:21]3[C:30]4[C:25](=[CH:26][CH:27]=[CH:28][CH:29]=4)[O:24][C:23](=[O:31])[C:22]=3[CH:32]=2)=[CH:3][CH:2]=1. The catalyst class is: 12. (7) Reactant: C(=O)([O-])[O-].[K+].[K+].C[Si](C)(C)[C:9]#[C:10][C:11]1[S:15][CH:14]=[N:13][C:12]=1[CH2:16][OH:17].C(O)(=O)CC(CC(O)=O)(C(O)=O)O. Product: [C:10]([C:11]1[S:15][CH:14]=[N:13][C:12]=1[CH2:16][OH:17])#[CH:9]. The catalyst class is: 5. (8) Reactant: [C:1]1([C:7]2[CH:12]=[C:11]([C:13](O)([CH3:15])[CH3:14])[CH:10]=[CH:9][C:8]=2[NH:17][C:18]([C:20]2[NH:21][CH:22]=[C:23]([C:25]#[N:26])[N:24]=2)=[O:19])[CH2:6][CH2:5][CH2:4][CH2:3][CH:2]=1.[N-:27]=[N+:28]=[N-:29].[Na+].C(O)(C(F)(F)F)=O.CCOC(C)=O. Product: [N:27]([C:13]([C:11]1[CH:10]=[CH:9][C:8]([NH:17][C:18]([C:20]2[NH:21][CH:22]=[C:23]([C:25]#[N:26])[N:24]=2)=[O:19])=[C:7]([C:1]2[CH2:6][CH2:5][CH2:4][CH2:3][CH:2]=2)[CH:12]=1)([CH3:15])[CH3:14])=[N+:28]=[N-:29]. The catalyst class is: 22. (9) Reactant: [C:1]([C:5]1[N:13]=[C:12]2[C:8]([N:9]=[CH:10][NH:11]2)=[C:7](Cl)[N:6]=1)([CH3:4])([CH3:3])[CH3:2].[NH:15]1[CH2:19][CH2:18][CH:17]([O:20][C:21](=[O:23])[CH3:22])[CH2:16]1.CCN(CC)CC. Product: [C:1]([C:5]1[N:13]=[C:12]2[C:8]([N:9]=[CH:10][NH:11]2)=[C:7]([N:15]2[CH2:19][CH2:18][CH:17]([O:20][C:21](=[O:23])[CH3:22])[CH2:16]2)[N:6]=1)([CH3:4])([CH3:3])[CH3:2]. The catalyst class is: 14. (10) Reactant: [Br:1][C:2]1[CH:7]=[CH:6][N:5]2[C:8]([S:14](Cl)(=[O:16])=[O:15])=[C:9]([CH:11]([CH3:13])[CH3:12])[N:10]=[C:4]2[CH:3]=1.Cl.[F:19][C:20]1([F:24])[CH2:23][NH:22][CH2:21]1.C(N(CC)CC)C.C(=O)([O-])O.[Na+]. Product: [Br:1][C:2]1[CH:7]=[CH:6][N:5]2[C:8]([S:14]([N:22]3[CH2:23][C:20]([F:24])([F:19])[CH2:21]3)(=[O:16])=[O:15])=[C:9]([CH:11]([CH3:13])[CH3:12])[N:10]=[C:4]2[CH:3]=1. The catalyst class is: 10.